Task: Predict the reactants needed to synthesize the given product.. Dataset: Full USPTO retrosynthesis dataset with 1.9M reactions from patents (1976-2016) (1) Given the product [Cl:34][C:35]1[CH:40]=[CH:39][CH:38]=[CH:37][C:36]=1[CH2:41][CH2:42][CH2:43][N:44]1[C:49](=[O:50])[C:48]([CH2:51][N:11]2[CH2:12][CH2:13][N:8]([CH3:6])[CH2:9][CH2:10]2)=[CH:47][C:46]([C:57]2[CH:62]=[CH:61][C:60]([F:63])=[C:59]([CH3:64])[CH:58]=2)=[N:45]1, predict the reactants needed to synthesize it. The reactants are: C(O[C:6]([N:8]1[CH2:13][CH2:12][N:11](C2C(=O)N(CC(C)C)N=C(C3C=CC(C)=C(F)C=3)C=2C)[CH2:10][CH2:9]1)=O)(C)(C)C.[Cl:34][C:35]1[CH:40]=[CH:39][CH:38]=[CH:37][C:36]=1[CH2:41][CH2:42][CH2:43][N:44]1[C:49](=[O:50])[C:48]([CH2:51]OS(C)(=O)=O)=[CH:47][C:46]([C:57]2[CH:62]=[CH:61][C:60]([F:63])=[C:59]([CH3:64])[CH:58]=2)=[N:45]1. (2) Given the product [Cl:19][CH:16]([O:18][C:3](=[O:4])[C:2]([CH3:1])([CH3:15])[CH2:6][O:7][CH2:8][C:9]1[CH:14]=[CH:13][CH:12]=[CH:11][CH:10]=1)[CH3:17], predict the reactants needed to synthesize it. The reactants are: [CH3:1][C:2]([CH3:15])([CH2:6][O:7][CH2:8][C:9]1[CH:14]=[CH:13][CH:12]=[CH:11][CH:10]=1)[C:3](Cl)=[O:4].[CH:16](=[O:18])[CH3:17].[Cl:19]CCl. (3) Given the product [NH2:1][C@@H:2]1[CH2:7][CH2:6][CH2:5][N:4]([C:8]2[N:13]([CH2:14][C:15]3[CH:20]=[C:19]([F:21])[CH:18]=[CH:17][C:16]=3[Cl:26])[C:12](=[O:23])[N:11]([CH3:24])[C:10](=[O:25])[CH:9]=2)[CH2:3]1, predict the reactants needed to synthesize it. The reactants are: [NH2:1][C@@H:2]1[CH2:7][CH2:6][CH2:5][N:4]([C:8]2[N:13]([CH2:14][C:15]3[CH:20]=[C:19]([F:21])[CH:18]=[CH:17][C:16]=3Br)[C:12](=[O:23])[N:11]([CH3:24])[C:10](=[O:25])[CH:9]=2)[CH2:3]1.[Cl:26]C1C=CC(F)=CC=1CBr. (4) Given the product [CH3:1][O:2][C:3]1[CH:21]=[C:20]([O:22][CH2:23][C:24]2[N:25]=[C:26]([N:31]3[CH2:32][CH2:33][O:34][CH2:35][CH2:36]3)[S:27][C:28]=2[CH2:29][OH:30])[C:6]2[CH:7]=[C:8]([C:10]3[N:11]=[C:12]4[N:16]([CH:17]=3)[N:15]=[C:14]([O:18][CH3:19])[S:13]4)[O:9][C:5]=2[CH:4]=1, predict the reactants needed to synthesize it. The reactants are: [CH3:1][O:2][C:3]1[CH:21]=[C:20]([O:22][CH2:23][C:24]2[N:25]=[C:26]([N:31]3[CH2:36][CH2:35][O:34][CH2:33][CH2:32]3)[S:27][C:28]=2[CH:29]=[O:30])[C:6]2[CH:7]=[C:8]([C:10]3[N:11]=[C:12]4[N:16]([CH:17]=3)[N:15]=[C:14]([O:18][CH3:19])[S:13]4)[O:9][C:5]=2[CH:4]=1.CO.[Li+].[BH4-]. (5) Given the product [C:26]([N:5]1[C:6]2[CH:11]=[CH:10][C:9]([C:12]3[CH:13]=[C:14]([C:17]#[N:18])[S:15][CH:16]=3)=[CH:8][C:7]=2[C:2]([CH3:23])([CH3:1])[O:3][CH:4]1[C:19]([F:22])([F:20])[F:21])(=[O:28])[CH3:27], predict the reactants needed to synthesize it. The reactants are: [CH3:1][C:2]1([CH3:23])[C:7]2[CH:8]=[C:9]([C:12]3[CH:13]=[C:14]([C:17]#[N:18])[S:15][CH:16]=3)[CH:10]=[CH:11][C:6]=2[NH:5][CH:4]([C:19]([F:22])([F:21])[F:20])[O:3]1.[H-].[Na+].[C:26](Cl)(=[O:28])[CH3:27].